From a dataset of Full USPTO retrosynthesis dataset with 1.9M reactions from patents (1976-2016). Predict the reactants needed to synthesize the given product. (1) Given the product [Br:1][C:2]1[C:7]([I:13])=[CH:6][N:5]=[C:4]([NH2:8])[CH:3]=1, predict the reactants needed to synthesize it. The reactants are: [Br:1][C:2]1[CH:7]=[CH:6][N:5]=[C:4]([NH2:8])[CH:3]=1.C(Cl)(Cl)Cl.[I:13]N1C(=O)CCC1=O. (2) Given the product [ClH:1].[CH2:15]([O:13][C:12](=[O:14])[C@H:3]([CH2:4][CH2:5][C:6]1[CH:7]=[CH:8][CH:9]=[CH:10][CH:11]=1)[NH2:2])[CH3:16], predict the reactants needed to synthesize it. The reactants are: [ClH:1].[NH2:2][C@H:3]([C:12]([OH:14])=[O:13])[CH2:4][CH2:5][C:6]1[CH:11]=[CH:10][CH:9]=[CH:8][CH:7]=1.[CH2:15](O)[CH3:16]. (3) Given the product [CH3:14][O:15][C:16](=[O:35])[C@H:17]([CH2:25][C:26]1[CH:27]=[C:28]([Cl:34])[C:29]([O:33][C:44]2[C:45]3[C:40](=[CH:39][CH:38]=[CH:37][CH:36]=3)[CH:41]=[CH:42][CH:43]=2)=[C:30]([Cl:32])[CH:31]=1)[NH:18][C:19](=[O:24])[C:20]([F:23])([F:21])[F:22], predict the reactants needed to synthesize it. The reactants are: N1C=CC=CC=1.C(N(CC)CC)C.[CH3:14][O:15][C:16](=[O:35])[C@H:17]([CH2:25][C:26]1[CH:31]=[C:30]([Cl:32])[C:29]([OH:33])=[C:28]([Cl:34])[CH:27]=1)[NH:18][C:19](=[O:24])[C:20]([F:23])([F:22])[F:21].[C:36]1(B(O)O)[C:45]2[C:40](=[CH:41][CH:42]=[CH:43][CH:44]=2)[CH:39]=[CH:38][CH:37]=1.C([O-])(=O)C.